Task: Regression. Given two drug SMILES strings and cell line genomic features, predict the synergy score measuring deviation from expected non-interaction effect.. Dataset: NCI-60 drug combinations with 297,098 pairs across 59 cell lines (1) Drug 1: C1=CN(C=N1)CC(O)(P(=O)(O)O)P(=O)(O)O. Drug 2: COCCOC1=C(C=C2C(=C1)C(=NC=N2)NC3=CC=CC(=C3)C#C)OCCOC.Cl. Cell line: SF-268. Synergy scores: CSS=0.889, Synergy_ZIP=0.430, Synergy_Bliss=2.18, Synergy_Loewe=0.0828, Synergy_HSA=0.919. (2) Drug 1: C1CCN(CC1)CCOC2=CC=C(C=C2)C(=O)C3=C(SC4=C3C=CC(=C4)O)C5=CC=C(C=C5)O. Drug 2: C1=CC=C(C(=C1)C(C2=CC=C(C=C2)Cl)C(Cl)Cl)Cl. Cell line: CCRF-CEM. Synergy scores: CSS=0.970, Synergy_ZIP=1.12, Synergy_Bliss=-1.18, Synergy_Loewe=-4.90, Synergy_HSA=-4.90.